This data is from Peptide-MHC class II binding affinity with 134,281 pairs from IEDB. The task is: Regression. Given a peptide amino acid sequence and an MHC pseudo amino acid sequence, predict their binding affinity value. This is MHC class II binding data. (1) The peptide sequence is SAGRSRRSRRAIDLP. The MHC is DRB1_0701 with pseudo-sequence DRB1_0701. The binding affinity (normalized) is 0. (2) The peptide sequence is STGEAHLAEENEGDN. The MHC is DRB3_0101 with pseudo-sequence DRB3_0101. The binding affinity (normalized) is 0. (3) The peptide sequence is YFRNEQSIPPLIKKY. The MHC is HLA-DQA10501-DQB10201 with pseudo-sequence HLA-DQA10501-DQB10201. The binding affinity (normalized) is 0.147. (4) The binding affinity (normalized) is 0. The peptide sequence is NNPKEWLQVDFQKTMKVTGV. The MHC is DRB1_0401 with pseudo-sequence DRB1_0401. (5) The binding affinity (normalized) is 0.309. The peptide sequence is DALTLRTATNIWIDH. The MHC is DRB1_1101 with pseudo-sequence DRB1_1101. (6) The binding affinity (normalized) is 0.191. The MHC is HLA-DQA10301-DQB10302 with pseudo-sequence HLA-DQA10301-DQB10302. The peptide sequence is EKKYFAATQFTPLAA.